Dataset: Reaction yield outcomes from USPTO patents with 853,638 reactions. Task: Predict the reaction yield, written as a fraction of the theoretical maximum amount of product (1.0 means a 100% yield; for example, 0.34 means a 34% yield). (1) The reactants are [Br:1][C:2]1[N:6]2[CH:7]=[C:8]([CH:13]3[CH2:15][CH2:14]3)[C:9]([CH2:11]O)=[CH:10][C:5]2=[N:4][N:3]=1.C(N(CC)CC)C.CS(Cl)(=O)=O.[Cl:28][C:29]1[CH:30]=[C:31]([CH:39]=[C:40]([Cl:42])[CH:41]=1)[O:32][CH:33]1[CH2:38][CH2:37][NH:36][CH2:35][CH2:34]1.C(=O)([O-])[O-].[K+].[K+]. The catalyst is ClCCl.CN(C)C=O. The product is [Br:1][C:2]1[N:6]2[CH:7]=[C:8]([CH:13]3[CH2:15][CH2:14]3)[C:9]([CH2:11][N:36]3[CH2:37][CH2:38][CH:33]([O:32][C:31]4[CH:39]=[C:40]([Cl:42])[CH:41]=[C:29]([Cl:28])[CH:30]=4)[CH2:34][CH2:35]3)=[CH:10][C:5]2=[N:4][N:3]=1. The yield is 0.0500. (2) The reactants are [F:1][CH2:2][C@H:3]1[CH2:7][N:6]([C@@H:8]([C:10]2[CH:15]=[CH:14][CH:13]=[CH:12][CH:11]=2)[CH3:9])[C:5](=[O:16])[CH2:4]1.Cl[C:18]([O:20][CH2:21][CH3:22])=[O:19].C[Si]([N-][Si](C)(C)C)(C)C.[Li+].[Cl-].[NH4+]. The catalyst is O1CCCC1. The product is [F:1][CH2:2][C@H:3]1[CH2:7][N:6]([C@@H:8]([C:10]2[CH:15]=[CH:14][CH:13]=[CH:12][CH:11]=2)[CH3:9])[C:5](=[O:16])[C@@H:4]1[C:18]([O:20][CH2:21][CH3:22])=[O:19]. The yield is 0.770.